Dataset: Reaction yield outcomes from USPTO patents with 853,638 reactions. Task: Predict the reaction yield, written as a fraction of the theoretical maximum amount of product (1.0 means a 100% yield; for example, 0.34 means a 34% yield). (1) The reactants are [C:1]([NH:20][C@H:21]([C@H:27]([OH:43])[CH2:28][CH2:29][CH2:30][CH2:31][CH2:32][CH2:33][CH2:34][CH2:35][CH2:36][CH2:37][CH2:38][CH2:39][CH2:40][CH2:41][CH3:42])[C:22](OCC)=[O:23])(=[O:19])[CH2:2][CH2:3][CH2:4][CH2:5][CH2:6][CH2:7][CH2:8][CH2:9][CH2:10][CH2:11][CH2:12][CH2:13][CH2:14][CH2:15][CH2:16][CH2:17][CH3:18].[BH4-].[Na+].[Cl-].[Al+3].[Cl-].[Cl-].Cl. The catalyst is O.C1COCC1. The product is [C:1]([NH:20][C@H:21]([C@H:27]([OH:43])[CH2:28][CH2:29][CH2:30][CH2:31][CH2:32][CH2:33][CH2:34][CH2:35][CH2:36][CH2:37][CH2:38][CH2:39][CH2:40][CH2:41][CH3:42])[CH2:22][OH:23])(=[O:19])[CH2:2][CH2:3][CH2:4][CH2:5][CH2:6][CH2:7][CH2:8][CH2:9][CH2:10][CH2:11][CH2:12][CH2:13][CH2:14][CH2:15][CH2:16][CH2:17][CH3:18]. The yield is 0.840. (2) The reactants are Br[C:2]1[CH:17]=[CH:16][C:5]([O:6][CH2:7][C:8]2([CH3:15])[CH2:12][O:11][C:10]([CH3:14])([CH3:13])[O:9]2)=[CH:4][CH:3]=1.[F:18][C:19]([F:35])([F:34])[O:20][C:21]1[CH:33]=[CH:32][C:24]([O:25][CH:26]2[CH2:31][CH2:30][NH:29][CH2:28][CH2:27]2)=[CH:23][CH:22]=1.CC(C)([O-])C.[Na+].C1(C)C=CC=CC=1. The catalyst is C([O-])(=O)C.[Pd+2].C([O-])(=O)C.C1([B-](C2C=CC=CC=2)(C2C=CC=CC=2)C2C=CC=CC=2)C=CC=CC=1.C(P(C(C)(C)C)C(C)(C)C)(C)(C)C.O.C(OCC)(=O)C. The product is [F:35][C:19]([F:18])([F:34])[O:20][C:21]1[CH:33]=[CH:32][C:24]([O:25][CH:26]2[CH2:27][CH2:28][N:29]([C:2]3[CH:17]=[CH:16][C:5]([O:6][CH2:7][C:8]4([CH3:15])[CH2:12][O:11][C:10]([CH3:14])([CH3:13])[O:9]4)=[CH:4][CH:3]=3)[CH2:30][CH2:31]2)=[CH:23][CH:22]=1. The yield is 0.930.